This data is from Full USPTO retrosynthesis dataset with 1.9M reactions from patents (1976-2016). The task is: Predict the reactants needed to synthesize the given product. (1) Given the product [NH2:8][C:9]1[N:14]=[C:13]([CH3:15])[N:12]=[C:11]([C:16]2[C:17]([NH:33][C:34]3[CH:43]=[C:42]4[C:37]([CH:38]=[CH:39][N:40]=[CH:41]4)=[CH:36][CH:35]=3)=[N:18][CH:19]=[C:20]([CH2:22][N:23]3[CH2:24][CH2:25][N:26]([S:29]([CH3:32])(=[O:31])=[O:30])[CH2:27][CH2:28]3)[CH:21]=2)[N:10]=1, predict the reactants needed to synthesize it. The reactants are: COC1C=CC(C[N:8](CC2C=CC(OC)=CC=2)[C:9]2[N:14]=[C:13]([CH3:15])[N:12]=[C:11]([C:16]3[C:17]([NH:33][C:34]4[CH:43]=[C:42]5[C:37]([CH:38]=[CH:39][N:40]=[CH:41]5)=[CH:36][CH:35]=4)=[N:18][CH:19]=[C:20]([CH2:22][N:23]4[CH2:28][CH2:27][N:26]([S:29]([CH3:32])(=[O:31])=[O:30])[CH2:25][CH2:24]4)[CH:21]=3)[N:10]=2)=CC=1.S(O)(C(F)(F)F)(=O)=O.FC(C(O)=O)(F)F. (2) Given the product [C:1]([O:5][C:6]([N:8]1[CH2:13][CH2:12][N:11]([CH2:14][C:15]2[C:20]([O:21][C:22]([F:23])([F:25])[F:24])=[CH:19][C:18]([C:26]([OH:28])=[O:27])=[C:17]([NH2:31])[C:16]=2[Cl:32])[CH2:10][CH2:9]1)=[O:7])([CH3:4])([CH3:2])[CH3:3], predict the reactants needed to synthesize it. The reactants are: [C:1]([O:5][C:6]([N:8]1[CH2:13][CH2:12][N:11]([CH2:14][C:15]2[C:20]([O:21][C:22]([F:25])([F:24])[F:23])=[CH:19][C:18]([C:26]([O:28]CC)=[O:27])=[C:17]([NH2:31])[C:16]=2[Cl:32])[CH2:10][CH2:9]1)=[O:7])([CH3:4])([CH3:3])[CH3:2].NC1C(Cl)=C(C=O)C(C(F)(F)F)=CC=1C(O)=O.